Predict the reactants needed to synthesize the given product. From a dataset of Full USPTO retrosynthesis dataset with 1.9M reactions from patents (1976-2016). (1) Given the product [F:20][C:21]1[CH:26]=[CH:25][C:24]([C:27]2[C:35]3[C:34]([N:36]4[CH2:41][CH2:40][CH:39]([NH:42][CH2:17][CH:15]([OH:16])[CH2:14][O:13][C:10]5[CH:9]=[CH:8][C:7]([OH:6])=[CH:12][CH:11]=5)[CH2:38][CH2:37]4)=[N:33][CH:32]=[N:31][C:30]=3[S:29][CH:28]=2)=[CH:23][CH:22]=1, predict the reactants needed to synthesize it. The reactants are: C([Si](C)(C)[O:6][C:7]1[CH:12]=[CH:11][C:10]([O:13][CH2:14][CH:15]2[CH2:17][O:16]2)=[CH:9][CH:8]=1)(C)(C)C.[F:20][C:21]1[CH:26]=[CH:25][C:24]([C:27]2[C:35]3[C:34]([N:36]4[CH2:41][CH2:40][CH:39]([NH2:42])[CH2:38][CH2:37]4)=[N:33][CH:32]=[N:31][C:30]=3[S:29][CH:28]=2)=[CH:23][CH:22]=1. (2) Given the product [Br:12][CH2:1][C:2]1[CH:3]=[N:4][C:5]2[C:10]([CH:11]=1)=[CH:9][CH:8]=[CH:7][CH:6]=2, predict the reactants needed to synthesize it. The reactants are: [CH3:1][C:2]1[CH:3]=[N:4][C:5]2[C:10]([CH:11]=1)=[CH:9][CH:8]=[CH:7][CH:6]=2.[Br:12]N1C(=O)CCC1=O.N(C(C)(C)C#N)=NC(C)(C)C#N. (3) Given the product [CH2:2]([CH:9]1[C:18]2[C:13](=[CH:14][C:15]([O:19][CH3:20])=[CH:16][CH:17]=2)[CH2:12][CH2:11][CH:10]1[NH:21][C:32]([NH:31][CH2:34][C:35]1[CH:40]=[CH:39][C:38]([O:41][CH2:42][O:43][CH3:44])=[C:37]([O:45][CH3:46])[CH:36]=1)=[S:33])[C:3]1[CH:4]=[CH:5][CH:6]=[CH:7][CH:8]=1, predict the reactants needed to synthesize it. The reactants are: Cl.[CH2:2]([C@@H:9]1[C:18]2[C:13](=[CH:14][C:15]([O:19][CH3:20])=[CH:16][CH:17]=2)[CH2:12][CH2:11][C@@H:10]1[NH2:21])[C:3]1[CH:8]=[CH:7][CH:6]=[CH:5][CH:4]=1.C(N(C(C)C)CC)(C)C.[N:31]([CH2:34][C:35]1[CH:40]=[CH:39][C:38]([O:41][CH2:42][O:43][CH3:44])=[C:37]([O:45][CH3:46])[CH:36]=1)=[C:32]=[S:33]. (4) Given the product [N:13]([CH:47]([Si:46]([CH2:73][CH2:74][CH:75]=[CH2:76])([CH3:61])[C:40]1[CH:41]=[CH:42][CH:43]=[CH:44][CH:45]=1)[CH2:48][CH:49]([CH3:51])[CH3:50])=[N+:14]=[N-:15], predict the reactants needed to synthesize it. The reactants are: CCN(CC)CC.CS(Cl)(=O)=O.[N-:13]=[N+:14]=[N-:15].[Na+].C([Si](C1SCCCS1)(C1C=CC=CC=1)C1C=CC=CC=1)CC=C.[C:40]1([Si:46]([C:73]2C=C[CH:76]=[CH:75][CH:74]=2)([CH2:61]CC(=O)NCC2C=CC=CC=2)[CH:47](NC(=O)C2C=CC=CC=2)[CH2:48][CH:49]([CH3:51])[CH3:50])[CH:45]=[CH:44][CH:43]=[CH:42][CH:41]=1.[SiH3]O[SiH2]O[SiH3].Cl[SiH2]Cl. (5) The reactants are: [CH3:1][C:2]1[N:3]([CH2:15][CH:16]([CH3:18])[CH3:17])[C:4]2[C:13]3[CH:12]=[CH:11][CH:10]=[CH:9][C:8]=3[N:7]=[CH:6][C:5]=2[N:14]=1.[CH3:19][O:20][CH2:21]CCl. Given the product [CH3:19][O:20][CH2:21][CH2:1][C:2]1[N:3]([CH2:15][CH:16]([CH3:18])[CH3:17])[C:4]2[C:13]3[CH:12]=[CH:11][CH:10]=[CH:9][C:8]=3[N:7]=[CH:6][C:5]=2[N:14]=1, predict the reactants needed to synthesize it. (6) Given the product [CH2:28]([N:27]([CH2:21][CH2:20][CH2:19][C:18]#[C:17][C:14]1[CH:15]=[CH:16][C:9]2[C:8]([C:5]3[CH:4]=[CH:3][C:2]([F:1])=[CH:7][CH:6]=3)=[CH:12][S:11][C:10]=2[CH:13]=1)[CH2:26][CH2:25][O:24][CH3:23])[CH3:29], predict the reactants needed to synthesize it. The reactants are: [F:1][C:2]1[CH:7]=[CH:6][C:5]([C:8]2[C:9]3[CH:16]=[CH:15][C:14]([C:17]#[C:18][CH2:19][CH2:20][CH2:21]O)=[CH:13][C:10]=3[S:11][CH:12]=2)=[CH:4][CH:3]=1.[CH3:23][O:24][CH2:25][CH2:26][NH:27][CH2:28][CH3:29]. (7) Given the product [Cl:9][C:6]1[CH:7]=[CH:8][C:3]([CH2:2][NH:1][C:38](=[O:39])[C:37]2[CH:36]=[CH:35][C:34]([S:31]([CH3:30])(=[O:33])=[O:32])=[CH:42][CH:41]=2)=[C:4]([F:20])[C:5]=1[O:10][C:11]1[CH:12]=[C:13]([C:14]#[N:15])[CH:16]=[C:17]([Cl:19])[CH:18]=1, predict the reactants needed to synthesize it. The reactants are: [NH2:1][CH2:2][C:3]1[C:4]([F:20])=[C:5]([O:10][C:11]2[CH:12]=[C:13]([CH:16]=[C:17]([Cl:19])[CH:18]=2)[C:14]#[N:15])[C:6]([Cl:9])=[CH:7][CH:8]=1.CCN(C(C)C)C(C)C.[CH3:30][S:31]([C:34]1[CH:42]=[CH:41][C:37]([C:38](O)=[O:39])=[CH:36][CH:35]=1)(=[O:33])=[O:32].CN(C(ON1N=NC2C=CC=NC1=2)=[N+](C)C)C.F[P-](F)(F)(F)(F)F.